This data is from Reaction yield outcomes from USPTO patents with 853,638 reactions. The task is: Predict the reaction yield, written as a fraction of the theoretical maximum amount of product (1.0 means a 100% yield; for example, 0.34 means a 34% yield). (1) The reactants are [Cl:1][C:2]1[C:16]2[C:11](=[CH:12][CH:13]=[CH:14][CH:15]=2)[C:5]2[O:6][CH:7]([CH2:9][NH2:10])[CH2:8][C:4]=2[CH:3]=1.C(N(C(C)C)CC)(C)C.Cl[C:27]([O:29][CH3:30])=[O:28].O1C(CNC(=O)OCC2C=CC=CC=2)CC2C=CC3CCCC=3C1=2. No catalyst specified. The product is [Cl:1][C:2]1[C:16]2[C:11](=[CH:12][CH:13]=[CH:14][CH:15]=2)[C:5]2[O:6][CH:7]([CH2:9][NH:10][C:27](=[O:28])[O:29][CH3:30])[CH2:8][C:4]=2[CH:3]=1. The yield is 0.930. (2) The reactants are [C:1]1([C:7]2[CH:8]=[C:9]([OH:33])[C:10]([NH:13]C(C3C=CC=CC=3)(C3C=CC=CC=3)C3C=CC=CC=3)=[N:11][CH:12]=2)[CH:6]=[CH:5][CH:4]=[CH:3][CH:2]=1.C([O-])([O-])=O.[Cs+].[Cs+].[CH3:40][O:41][C:42]1[CH:43]=[C:44]([CH:47]=[CH:48][CH:49]=1)[CH2:45]Br. The catalyst is C1COCC1.ClCCl. The product is [CH3:40][O:41][C:42]1[CH:43]=[C:44]([CH:47]=[CH:48][CH:49]=1)[CH2:45][O:33][C:9]1[C:10]([NH2:13])=[N:11][CH:12]=[C:7]([C:1]2[CH:2]=[CH:3][CH:4]=[CH:5][CH:6]=2)[CH:8]=1. The yield is 0.600. (3) The reactants are C(OC([N:11]1[CH2:15][CH:14]2[CH:16]([OH:19])[CH2:17][CH2:18][CH:13]2[CH2:12]1)=O)C1C=CC=CC=1.[H][H]. The catalyst is O1CCCC1.CO.[Pd]. The product is [CH2:12]1[CH:13]2[CH2:18][CH2:17][CH:16]([OH:19])[CH:14]2[CH2:15][NH:11]1. The yield is 0.990. (4) The reactants are [C:1]1([S:7]([N:10]2[C:14]3=[N:15][CH:16]=[C:17]([Cl:19])[CH:18]=[C:13]3[C:12]([CH2:20][C:21]3[CH:22]=[N:23][C:24](S(C)(=O)=O)=[N:25][CH:26]=3)=[CH:11]2)(=[O:9])=[O:8])[CH:6]=[CH:5][CH:4]=[CH:3][CH:2]=1.[Cl:31][C:32]1[CH:39]=[CH:38][C:35]([CH2:36][NH2:37])=[CH:34][CH:33]=1.O. The catalyst is CN1CCCC1=O. The product is [C:1]1([S:7]([N:10]2[C:14]3=[N:15][CH:16]=[C:17]([Cl:19])[CH:18]=[C:13]3[C:12]([CH2:20][C:21]3[CH:22]=[N:23][C:24]([NH:37][CH2:36][C:35]4[CH:38]=[CH:39][C:32]([Cl:31])=[CH:33][CH:34]=4)=[N:25][CH:26]=3)=[CH:11]2)(=[O:9])=[O:8])[CH:6]=[CH:5][CH:4]=[CH:3][CH:2]=1. The yield is 0.740.